Dataset: Full USPTO retrosynthesis dataset with 1.9M reactions from patents (1976-2016). Task: Predict the reactants needed to synthesize the given product. Given the product [F:1][C:2]1[CH:3]=[C:4]([CH:21]=[C:22]([F:35])[C:23]=1[O:24][Si:25]([CH:29]([CH3:31])[CH3:30])([CH:26]([CH3:28])[CH3:27])[CH:32]([CH3:33])[CH3:34])[CH2:5][CH:6]([CH:19]=[O:20])[CH2:7][CH2:8][C:9]1[CH:10]=[CH:11][C:12]([C:13]([O:15][CH3:16])=[O:14])=[CH:17][CH:18]=1, predict the reactants needed to synthesize it. The reactants are: [F:1][C:2]1[CH:3]=[C:4]([CH:21]=[C:22]([F:35])[C:23]=1[O:24][Si:25]([CH:32]([CH3:34])[CH3:33])([CH:29]([CH3:31])[CH3:30])[CH:26]([CH3:28])[CH3:27])[CH2:5][CH:6]([CH2:19][OH:20])[CH2:7][CH2:8][C:9]1[CH:18]=[CH:17][C:12]([C:13]([O:15][CH3:16])=[O:14])=[CH:11][CH:10]=1.[Cr](Cl)([O-])(=O)=O.[NH+]1C=CC=CC=1.